From a dataset of Reaction yield outcomes from USPTO patents with 853,638 reactions. Predict the reaction yield, written as a fraction of the theoretical maximum amount of product (1.0 means a 100% yield; for example, 0.34 means a 34% yield). (1) The reactants are [N:1]1([C:5]([C:7]2[N:8]=[CH:9][C:10]([O:13][C:14]3[CH:15]=[C:16]([CH:20]=[C:21]([O:23][C@@H:24]([CH3:28])[CH2:25][O:26][CH3:27])[CH:22]=3)[C:17]([OH:19])=O)=[N:11][CH:12]=2)=[O:6])[CH2:4][CH2:3][CH2:2]1.[CH3:29][C:30]1[N:31]=[CH:32][C:33]([NH2:36])=[N:34][CH:35]=1.CC1CCCO1.CN1CCOCC1.CCCP1(OP(CCC)(=O)OP(CCC)(=O)O1)=O. No catalyst specified. The product is [N:1]1([C:5]([C:7]2[N:8]=[CH:9][C:10]([O:13][C:14]3[CH:15]=[C:16]([CH:20]=[C:21]([O:23][C@@H:24]([CH3:28])[CH2:25][O:26][CH3:27])[CH:22]=3)[C:17]([NH:36][C:33]3[CH:32]=[N:31][C:30]([CH3:29])=[CH:35][N:34]=3)=[O:19])=[N:11][CH:12]=2)=[O:6])[CH2:4][CH2:3][CH2:2]1. The yield is 0.620. (2) The reactants are [Br:1][C:2]1[CH:3]=[C:4]2[C:10](I)=[CH:9][N:8]([S:12]([C:15]3[CH:21]=[CH:20][C:18]([CH3:19])=[CH:17][CH:16]=3)(=[O:14])=[O:13])[C:5]2=[N:6][CH:7]=1.[OH:22][C:23]1[CH:28]=[CH:27][C:26](B(O)O)=[CH:25][CH:24]=1.C([O-])([O-])=O.[Na+].[Na+]. The catalyst is CC#N.Cl[Pd](Cl)([P](C1C=CC=CC=1)(C1C=CC=CC=1)C1C=CC=CC=1)[P](C1C=CC=CC=1)(C1C=CC=CC=1)C1C=CC=CC=1. The product is [Br:1][C:2]1[CH:3]=[C:4]2[C:10]([C:26]3[CH:27]=[CH:28][C:23]([OH:22])=[CH:24][CH:25]=3)=[CH:9][N:8]([S:12]([C:15]3[CH:21]=[CH:20][C:18]([CH3:19])=[CH:17][CH:16]=3)(=[O:14])=[O:13])[C:5]2=[N:6][CH:7]=1. The yield is 0.760. (3) The catalyst is C1COCC1. The yield is 0.0700. The reactants are C(OC([N:8]1[C:12]2[CH:13]=[CH:14][CH:15]=[CH:16][C:11]=2[N:10]=[C:9]1[CH2:17][N:18]([CH2:27][C:28]1[CH:33]=[CH:32][C:31]([C:34]#[N:35])=[CH:30][C:29]=1[C:36](OC)=[O:37])[CH:19]([C:21]1[CH:26]=[CH:25][CH:24]=[CH:23][N:22]=1)[CH3:20])=O)(C)(C)C.[H-].[H-].[H-].[H-].[Li+].[Al+3].C(C(C(C([O-])=O)O)O)([O-])=O. The product is [NH2:35][CH2:34][C:31]1[CH:32]=[CH:33][C:28]([CH2:27][N:18]([CH2:17][C:9]2[NH:8][C:12]3[CH:13]=[CH:14][CH:15]=[CH:16][C:11]=3[N:10]=2)[CH:19]([C:21]2[CH:26]=[CH:25][CH:24]=[CH:23][N:22]=2)[CH3:20])=[C:29]([CH2:36][OH:37])[CH:30]=1. (4) The reactants are Br[C:2]1[S:6][C:5]([C:7]([NH:9][C@H:10]2[CH2:13][C@H:12]([C:14]([O:16][CH3:17])=[O:15])[CH2:11]2)=[O:8])=[N:4][C:3]=1[CH2:18][CH:19]1[CH2:24][CH2:23][CH2:22][CH2:21][CH2:20]1.[C:25]([C:29]1[CH:30]=[C:31]([C:44](=[O:46])[CH3:45])[CH:32]=[C:33](B2OC(C)(C)C(C)(C)O2)[CH:34]=1)([CH3:28])([CH3:27])[CH3:26].C([O-])([O-])=O.[K+].[K+]. The catalyst is CN(C=O)C. The product is [C:44]([C:31]1[CH:32]=[C:33]([C:2]2[S:6][C:5]([C:7]([NH:9][C@H:10]3[CH2:13][C@H:12]([C:14]([O:16][CH3:17])=[O:15])[CH2:11]3)=[O:8])=[N:4][C:3]=2[CH2:18][CH:19]2[CH2:24][CH2:23][CH2:22][CH2:21][CH2:20]2)[CH:34]=[C:29]([C:25]([CH3:28])([CH3:27])[CH3:26])[CH:30]=1)(=[O:46])[CH3:45]. The yield is 0.910.